This data is from Full USPTO retrosynthesis dataset with 1.9M reactions from patents (1976-2016). The task is: Predict the reactants needed to synthesize the given product. (1) Given the product [N:5]1([CH2:4][C:3]([O:2][CH3:1])=[O:12])[CH:6]=[CH:11][CH:10]=[CH:9]1, predict the reactants needed to synthesize it. The reactants are: [CH3:1][O:2][C:3](=[O:12])[CH2:4][N:5]([CH2:9][CH:10]=[CH2:11])[CH2:6]C=C. (2) Given the product [NH2:48][C:40]([C:38]1[O:39][C:35]2[CH:34]=[CH:33][C:32]([C:29]3[N:28]=[C:27]([C:19]4[CH:20]=[CH:21][C:22]([O:23][CH2:24][CH2:25][CH3:26])=[C:17]([O:12][CH3:11])[CH:18]=4)[O:31][N:30]=3)=[CH:56][C:36]=2[CH:37]=1)([CH2:45][OH:44])[CH2:41][OH:42], predict the reactants needed to synthesize it. The reactants are: ONC(C1C=CC2[O:12][C:11](CO)=CC=2C=1)=N.Cl[C:17]1[CH:18]=[C:19]([C:27]2[O:31][N:30]=[C:29]([C:32]3[CH:33]=[CH:34][C:35]4[O:39][C:38]([C:40]5([NH:48]C(=O)OC(C)(C)C)[CH2:45][O:44]C(C)(C)[O:42][CH2:41]5)=[CH:37][C:36]=4[CH:56]=3)[N:28]=2)[CH:20]=[CH:21][C:22]=1[O:23][CH2:24][CH2:25][CH3:26]. (3) Given the product [CH:1]1([C:4]2[CH:5]=[C:6]([CH2:20][N:21]3[CH2:24][C:23]4([CH2:28][C:27]([N:29]5[CH2:30][CH2:31][C:32]([CH3:40])([C:35]([OH:37])=[O:36])[CH2:33][CH2:34]5)=[N:26][O:25]4)[CH2:22]3)[C:7]([O:17][CH2:18][CH3:19])=[N:8][C:9]=2[C:10]2[CH:15]=[CH:14][C:13]([F:16])=[CH:12][CH:11]=2)[CH2:2][CH2:3]1, predict the reactants needed to synthesize it. The reactants are: [CH:1]1([C:4]2[CH:5]=[C:6]([CH2:20][N:21]3[CH2:24][C:23]4([CH2:28][C:27]([N:29]5[CH2:34][CH2:33][C:32]([CH3:40])([C:35]([O:37]CC)=[O:36])[CH2:31][CH2:30]5)=[N:26][O:25]4)[CH2:22]3)[C:7]([O:17][CH2:18][CH3:19])=[N:8][C:9]=2[C:10]2[CH:15]=[CH:14][C:13]([F:16])=[CH:12][CH:11]=2)[CH2:3][CH2:2]1.[OH-].[Na+].C(O)C.Cl. (4) The reactants are: Cl[C:2]1[CH:11]=[CH:10][C:9]2[C:4](=[CH:5][CH:6]=[C:7]([Cl:26])[C:8]=2[NH:12][C:13](=[O:25])[CH2:14][C:15]23[CH2:24][CH:19]4[CH2:20][CH:21]([CH2:23][CH:17]([CH2:18]4)[CH2:16]2)[CH2:22]3)[N:3]=1.C(N(CC)CC)C.[NH:34]1[CH2:39][CH2:38][CH:37]([C:40]([O:42][CH2:43][CH3:44])=[O:41])[CH2:36][CH2:35]1. Given the product [Cl:26][C:7]1[C:8]([NH:12][C:13](=[O:25])[CH2:14][C:15]23[CH2:16][CH:17]4[CH2:18][CH:19]([CH2:20][CH:21]([CH2:23]4)[CH2:22]2)[CH2:24]3)=[C:9]2[C:4](=[CH:5][CH:6]=1)[N:3]=[C:2]([N:34]1[CH2:39][CH2:38][CH:37]([C:40]([O:42][CH2:43][CH3:44])=[O:41])[CH2:36][CH2:35]1)[CH:11]=[CH:10]2, predict the reactants needed to synthesize it. (5) Given the product [Br:21][C:22]1[CH:23]=[N:24][C:25]([O:6][CH2:5][CH:4]([O:7][CH2:8][CH3:9])[O:3][CH2:1][CH3:2])=[N:26][CH:27]=1, predict the reactants needed to synthesize it. The reactants are: [CH2:1]([O:3][CH:4]([O:7][CH2:8][CH3:9])[CH2:5][OH:6])[CH3:2].C(=O)([O-])[O-].[Cs+].[Cs+].CN(C=O)C.[Br:21][C:22]1[CH:23]=[N:24][C:25](Cl)=[N:26][CH:27]=1. (6) The reactants are: [F:1][C:2]1[CH:3]=[C:4]([C:12]2[C:13]3[CH2:20][CH2:19][CH:18]([OH:21])[C:14]=3[CH:15]=[N:16][CH:17]=2)[CH:5]=[CH:6][C:7]=1[C:8]([F:11])([F:10])[F:9].C(N(CC)C(C)C)(C)C.[C:31](Cl)(=[O:34])[CH2:32][CH3:33].[OH-].[Na+]. Given the product [F:1][C:2]1[CH:3]=[C:4]([C:12]2[C:13]3[CH2:20][CH2:19][CH:18]([O:21][C:31](=[O:34])[CH2:32][CH3:33])[C:14]=3[CH:15]=[N:16][CH:17]=2)[CH:5]=[CH:6][C:7]=1[C:8]([F:11])([F:10])[F:9], predict the reactants needed to synthesize it. (7) Given the product [F:2][C:3]1([F:10])[CH2:8][CH2:7][CH:6]([N+:9]#[C-:13])[CH2:5][CH2:4]1, predict the reactants needed to synthesize it. The reactants are: Cl.[F:2][C:3]1([F:10])[CH2:8][CH2:7][CH:6]([NH2:9])[CH2:5][CH2:4]1.[OH-].[Na+].[CH:13](Cl)(Cl)Cl.C(Cl)Cl.